This data is from NCI-60 drug combinations with 297,098 pairs across 59 cell lines. The task is: Regression. Given two drug SMILES strings and cell line genomic features, predict the synergy score measuring deviation from expected non-interaction effect. Drug 1: CC1OCC2C(O1)C(C(C(O2)OC3C4COC(=O)C4C(C5=CC6=C(C=C35)OCO6)C7=CC(=C(C(=C7)OC)O)OC)O)O. Drug 2: B(C(CC(C)C)NC(=O)C(CC1=CC=CC=C1)NC(=O)C2=NC=CN=C2)(O)O. Cell line: 786-0. Synergy scores: CSS=14.3, Synergy_ZIP=-7.81, Synergy_Bliss=-4.66, Synergy_Loewe=-2.95, Synergy_HSA=-3.23.